From a dataset of Full USPTO retrosynthesis dataset with 1.9M reactions from patents (1976-2016). Predict the reactants needed to synthesize the given product. (1) Given the product [NH2:1][C:2]1[C:3]([I:27])=[C:4]2[C:9](=[CH:10][CH:11]=1)[C:8]([N:12]([C:13]([O:15][C:16]([CH3:17])([CH3:18])[CH3:19])=[O:14])[C:20]([O:22][C:23]([CH3:26])([CH3:25])[CH3:24])=[O:21])=[N:7][CH:6]=[CH:5]2, predict the reactants needed to synthesize it. The reactants are: [NH2:1][C:2]1[CH:3]=[C:4]2[C:9](=[CH:10][CH:11]=1)[C:8]([N:12]([C:20]([O:22][C:23]([CH3:26])([CH3:25])[CH3:24])=[O:21])[C:13]([O:15][C:16]([CH3:19])([CH3:18])[CH3:17])=[O:14])=[N:7][CH:6]=[CH:5]2.[I:27]N1C(=O)CCC1=O. (2) Given the product [NH2:6][C:14]1[N:15]=[C:16]([NH:21][CH2:29][CH2:30][CH2:31][N:32]([CH3:33])[CH3:34])[CH:17]=[C:18]([CH3:20])[CH:19]=1, predict the reactants needed to synthesize it. The reactants are: CC(C)(C)C(O[N:6]([C:14]1[CH:19]=[C:18]([CH3:20])[CH:17]=[C:16]([N:21]([CH2:29][CH2:30][CH2:31][N:32]([CH3:34])[CH3:33])C(OC(C)(C)C)=O)[N:15]=1)C(OC(C)(C)C)=O)=O.C(O)(C(F)(F)F)=O.C(Cl)Cl. (3) Given the product [CH2:27]([O:6][C:7]1[CH:8]=[C:9]([CH2:13][CH2:14][CH2:15][N:16]2[C:24](=[O:25])[C:23]3[C:18](=[CH:19][CH:20]=[CH:21][CH:22]=3)[C:17]2=[O:26])[CH:10]=[CH:11][CH:12]=1)[C:28]1[CH:33]=[CH:32][CH:31]=[CH:30][CH:29]=1, predict the reactants needed to synthesize it. The reactants are: CCOCC.[OH:6][C:7]1[CH:8]=[C:9]([CH2:13][CH2:14][CH2:15][N:16]2[C:24](=[O:25])[C:23]3[C:18](=[CH:19][CH:20]=[CH:21][CH:22]=3)[C:17]2=[O:26])[CH:10]=[CH:11][CH:12]=1.[CH2:27](Br)[C:28]1[CH:33]=[CH:32][CH:31]=[CH:30][CH:29]=1.C(=O)([O-])[O-].[Cs+].[Cs+]. (4) Given the product [N:1]1[C:14]2[C:5](=[C:6]3[C:11](=[CH:12][CH:13]=2)[CH2:10][CH2:9][C@H:8]([CH2:15][O:16][S:23]([C:20]2[CH:21]=[CH:22][C:17]([CH3:27])=[CH:18][CH:19]=2)(=[O:25])=[O:24])[O:7]3)[CH:4]=[CH:3][CH:2]=1, predict the reactants needed to synthesize it. The reactants are: [N:1]1[C:14]2[C:5](=[C:6]3[C:11](=[CH:12][CH:13]=2)[CH2:10][CH2:9][C@H:8]([CH2:15][OH:16])[O:7]3)[CH:4]=[CH:3][CH:2]=1.[C:17]1([CH3:27])[CH:22]=[CH:21][C:20]([S:23](Cl)(=[O:25])=[O:24])=[CH:19][CH:18]=1.